Dataset: Catalyst prediction with 721,799 reactions and 888 catalyst types from USPTO. Task: Predict which catalyst facilitates the given reaction. (1) Product: [Br:1][C:2]1[C:10]2[C:9]([C:11]3[CH:12]=[C:13]([CH:14]=[CH:15][CH:16]=3)[NH2:17])=[N:8][CH:7]=[N:6][C:5]=2[NH:4][CH:3]=1. The catalyst class is: 465. Reactant: [Br:1][C:2]1[C:10]2[C:9]([C:11]3[CH:16]=[CH:15][CH:14]=[C:13]([N+:17]([O-])=O)[CH:12]=3)=[N:8][CH:7]=[N:6][C:5]=2[NH:4][CH:3]=1. (2) Reactant: [CH3:1][N:2]1[C:10]2[C:5](=[CH:6][C:7]([C:11]([OH:13])=O)=[CH:8][CH:9]=2)[CH:4]=[N:3]1.[CH3:14][C:15]1([CH3:23])[O:20][C:19](=[O:21])[CH2:18][C:17](=[O:22])[O:16]1.CCN=C=NCCCN(C)C.Cl. Product: [CH3:14][C:15]1([CH3:23])[O:20][C:19](=[O:21])[CH:18]([C:11]([C:7]2[CH:6]=[C:5]3[C:10](=[CH:9][CH:8]=2)[N:2]([CH3:1])[N:3]=[CH:4]3)=[O:13])[C:17](=[O:22])[O:16]1. The catalyst class is: 143. (3) Reactant: [CH3:1][O:2][C:3]1[CH:4]=[C:5]([CH:19]=[CH:20][CH:21]=1)[O:6][C:7]1[CH:8]=[CH:9][C:10]2[N:14]=[C:13]([CH2:15][OH:16])[N:12]([CH3:17])[C:11]=2[CH:18]=1.O[C:23]1[CH:24]=[C:25]([CH:30]=[CH:31][CH:32]=1)[C:26]([O:28][CH3:29])=[O:27].C(P(CCCC)CCCC)CCC.N(C(N1CCCCC1)=O)=NC(N1CCCCC1)=O. Product: [CH3:1][O:2][C:3]1[CH:4]=[C:5]([CH:19]=[CH:20][CH:21]=1)[O:6][C:7]1[CH:8]=[CH:9][C:10]2[N:14]=[C:13]([CH2:15][O:16][C:23]3[CH:24]=[C:25]([CH:30]=[CH:31][CH:32]=3)[C:26]([O:28][CH3:29])=[O:27])[N:12]([CH3:17])[C:11]=2[CH:18]=1. The catalyst class is: 4. (4) Product: [CH:11]1([C:9]2[NH:8][C:4]3=[N:5][CH:6]=[CH:7][C:2]([C:20]4[CH:19]=[C:18]([F:17])[CH:23]=[CH:22][C:21]=4[O:27][CH3:28])=[C:3]3[CH:10]=2)[CH2:16][CH2:15][CH2:14][CH2:13][CH2:12]1. Reactant: Cl[C:2]1[CH:7]=[CH:6][N:5]=[C:4]2[NH:8][C:9]([CH:11]3[CH2:16][CH2:15][CH2:14][CH2:13][CH2:12]3)=[CH:10][C:3]=12.[F:17][C:18]1[CH:19]=[CH:20][C:21]([O:27][CH3:28])=[C:22](B(O)O)[CH:23]=1.P([O-])([O-])([O-])=O.[K+].[K+].[K+].O1CCCC1. The catalyst class is: 69. (5) Reactant: [CH3:1][C:2]1[N:6]([C:7]2[CH:12]=[CH:11][C:10](B3OC(C)(C)C(C)(C)O3)=[CH:9][CH:8]=2)[C:5]([NH2:22])=[N:4][CH:3]=1.C([O-])(=O)C.[K+].Cl[C:29]1[N:30]=[C:31]([N:46]2[CH2:51][CH2:50][O:49][CH2:48][C@@H:47]2[CH3:52])[C:32]2[CH2:38][CH2:37][N:36]([C:39]([O:41][C:42]([CH3:45])([CH3:44])[CH3:43])=[O:40])[CH2:35][C:33]=2[N:34]=1.C(#N)C. Product: [NH2:22][C:5]1[N:6]([C:7]2[CH:8]=[CH:9][C:10]([C:29]3[N:30]=[C:31]([N:46]4[CH2:51][CH2:50][O:49][CH2:48][C@@H:47]4[CH3:52])[C:32]4[CH2:38][CH2:37][N:36]([C:39]([O:41][C:42]([CH3:45])([CH3:44])[CH3:43])=[O:40])[CH2:35][C:33]=4[N:34]=3)=[CH:11][CH:12]=2)[C:2]([CH3:1])=[CH:3][N:4]=1. The catalyst class is: 257. (6) Reactant: [Br:1][C:2]1[CH:7]=[CH:6][C:5]([CH3:8])=[CH:4][CH:3]=1.[Mg].[C:10]1([S:16]([C:18]2[CH:23]=[CH:22][CH:21]=[CH:20][CH:19]=2)=O)[CH:15]=[CH:14][CH:13]=[CH:12][CH:11]=1.Cl[Si](C)(C)C.Br. Product: [Br-:1].[CH3:8][C:5]1[CH:6]=[CH:7][C:2]([S+:16]([C:18]2[CH:19]=[CH:20][CH:21]=[CH:22][CH:23]=2)[C:10]2[CH:15]=[CH:14][CH:13]=[CH:12][CH:11]=2)=[CH:3][CH:4]=1. The catalyst class is: 7. (7) Reactant: [NH2:1][C:2]1[C:11]2[N:12]=[C:13]([CH2:31][CH2:32][CH2:33][CH3:34])[N:14]([CH2:15][CH2:16][CH2:17][NH:18][CH2:19][C:20]3[CH:25]=[CH:24][C:23]([CH2:26][C:27]([O:29][CH3:30])=[O:28])=[CH:22][CH:21]=3)[C:10]=2[C:9]2[CH:8]=[CH:7][CH:6]=[CH:5][C:4]=2[N:3]=1.[CH3:35][S:36]([CH2:39][C:40](O)=[O:41])(=[O:38])=[O:37].CN(C(ON1N=NC2C=CC=NC1=2)=[N+](C)C)C.F[P-](F)(F)(F)(F)F. Product: [NH2:1][C:2]1[C:11]2[N:12]=[C:13]([CH2:31][CH2:32][CH2:33][CH3:34])[N:14]([CH2:15][CH2:16][CH2:17][N:18]([CH2:19][C:20]3[CH:21]=[CH:22][C:23]([CH2:26][C:27]([O:29][CH3:30])=[O:28])=[CH:24][CH:25]=3)[C:40](=[O:41])[CH2:39][S:36]([CH3:35])(=[O:38])=[O:37])[C:10]=2[C:9]2[CH:8]=[CH:7][CH:6]=[CH:5][C:4]=2[N:3]=1. The catalyst class is: 2. (8) Reactant: [C:1](Cl)(=[O:5])[C:2]([Cl:4])=[O:3].[CH2:7]([OH:10])[C:8]#[CH:9].N1C=CC=CC=1. Product: [Cl:4][C:2](=[O:3])[C:1]([O:10][C:7]#[C:8][CH3:9])=[O:5]. The catalyst class is: 2. (9) Reactant: [CH3:1][O:2][CH2:3][CH2:4][N:5]([CH3:9])[CH2:6][CH2:7]O.S(Cl)([Cl:12])=O. Product: [ClH:12].[Cl:12][CH2:7][CH2:6][N:5]([CH2:4][CH2:3][O:2][CH3:1])[CH3:9]. The catalyst class is: 13.